Dataset: Full USPTO retrosynthesis dataset with 1.9M reactions from patents (1976-2016). Task: Predict the reactants needed to synthesize the given product. (1) Given the product [Br:1][C:2]1[CH:3]=[C:4]([CH3:11])[C:5]([F:10])=[C:6]([CH2:8][OH:13])[CH:7]=1, predict the reactants needed to synthesize it. The reactants are: [Br:1][C:2]1[CH:3]=[C:4]([CH3:11])[C:5]([F:10])=[C:6]([CH2:8]Br)[CH:7]=1.C(=O)(O)[O-:13].[Na+].O. (2) Given the product [Br:1][C:2]1[CH:3]=[CH:4][C:5]([O:10][CH3:11])=[C:6]([CH:9]=1)[C:7]#[N:13], predict the reactants needed to synthesize it. The reactants are: [Br:1][C:2]1[CH:3]=[CH:4][C:5]([O:10][CH3:11])=[C:6]([CH:9]=1)[CH:7]=O.Cl.[NH2:13]O.C([O-])(=O)C.[Na+]. (3) Given the product [O:20]1[CH2:21][CH2:22][O:23][CH2:24][CH:19]1[C:18]1[C:12]2[S:11][C:10]([NH:9][C:8]([N:41]3[CH2:42][CH2:43][C:38]([CH2:37][O:36][CH3:35])([CH3:44])[CH2:39][CH2:40]3)=[O:27])=[N:14][C:13]=2[C:15]([O:25][CH3:26])=[CH:16][CH:17]=1, predict the reactants needed to synthesize it. The reactants are: C1(O[C:8](=[O:27])[NH:9][C:10]2[S:11][C:12]3[C:18]([CH:19]4[CH2:24][O:23][CH2:22][CH2:21][O:20]4)=[CH:17][CH:16]=[C:15]([O:25][CH3:26])[C:13]=3[N:14]=2)C=CC=CC=1.FC(F)(F)C(O)=O.[CH3:35][O:36][CH2:37][C:38]1([CH3:44])[CH2:43][CH2:42][NH:41][CH2:40][CH2:39]1.C(N(C(C)C)C(C)C)C. (4) Given the product [OH:1][CH:2]([CH:8]([NH:16][C:17](=[O:35])[C:18]1[CH:23]=[CH:22][CH:21]=[N:20][C:19]=1[C:24]1[N:25]=[C:26]([C:29]2[CH:30]=[CH:31][CH:32]=[CH:33][CH:34]=2)[S:27][CH:28]=1)[CH2:9][C:10]1[CH:11]=[CH:12][CH:13]=[CH:14][CH:15]=1)[C:3]([OH:5])=[O:4], predict the reactants needed to synthesize it. The reactants are: [OH:1][CH:2]([CH:8]([NH:16][C:17](=[O:35])[C:18]1[CH:23]=[CH:22][CH:21]=[N:20][C:19]=1[C:24]1[N:25]=[C:26]([C:29]2[CH:34]=[CH:33][CH:32]=[CH:31][CH:30]=2)[S:27][CH:28]=1)[CH2:9][C:10]1[CH:15]=[CH:14][CH:13]=[CH:12][CH:11]=1)[C:3]([O:5]CC)=[O:4].C1COCC1. (5) Given the product [F:1][C:2]1[CH:10]=[CH:9][CH:8]=[C:7]2[C:3]=1[CH2:4][C:5]1([CH2:16][CH2:15][C:14](=[O:17])[CH2:13][CH2:12]1)[C:6]2=[O:11], predict the reactants needed to synthesize it. The reactants are: [F:1][C:2]1[CH:10]=[CH:9][CH:8]=[C:7]2[C:3]=1[CH2:4][C:5](=[CH2:12])[C:6]2=[O:11].[CH2:13]=[C:14]([O:17][Si](C)(C)C)[CH:15]=[CH2:16].B(F)(F)F.CCOCC. (6) Given the product [CH2:26]([O:28][C:29]([C:31]1([C:37]2[CH:38]=[CH:39][CH:40]=[CH:41][CH:42]=2)[CH2:32][CH2:33][N:34]([C:4]([C:6]2[C:10]([CH3:11])=[C:9]([C:12]3[CH:17]=[CH:16][C:15]([Cl:18])=[CH:14][CH:13]=3)[N:8]([C:19]3[CH:24]=[CH:23][CH:22]=[CH:21][C:20]=3[Cl:25])[N:7]=2)=[O:5])[CH2:35][CH2:36]1)=[O:30])[CH3:27], predict the reactants needed to synthesize it. The reactants are: C(O[C:4]([C:6]1[C:10]([CH3:11])=[C:9]([C:12]2[CH:17]=[CH:16][C:15]([Cl:18])=[CH:14][CH:13]=2)[N:8]([C:19]2[CH:24]=[CH:23][CH:22]=[CH:21][C:20]=2[Cl:25])[N:7]=1)=[O:5])C.[CH2:26]([O:28][C:29]([C:31]1([C:37]2[CH:42]=[CH:41][CH:40]=[CH:39][CH:38]=2)[CH2:36][CH2:35][NH:34][CH2:33][CH2:32]1)=[O:30])[CH3:27].ClC1C=CC(C2N(C3C=CC=CC=3Cl)N=C(C(N3CCN(C4C=CC=CC=4)CC3)=O)C=2CC#N)=CC=1. (7) The reactants are: [C@H:1]1([OH:8])[CH2:6][CH2:5][C@H:4]([OH:7])[CH2:3][CH2:2]1.N1C=CN=C1.[C:14]([Si:18]([CH3:21])([CH3:20])Cl)([CH3:17])([CH3:16])[CH3:15]. Given the product [C:14]([Si:18]([CH3:21])([CH3:20])[O:7][C@H:4]1[CH2:5][CH2:6][C@H:1]([OH:8])[CH2:2][CH2:3]1)([CH3:17])([CH3:16])[CH3:15], predict the reactants needed to synthesize it.